From a dataset of Reaction yield outcomes from USPTO patents with 853,638 reactions. Predict the reaction yield, written as a fraction of the theoretical maximum amount of product (1.0 means a 100% yield; for example, 0.34 means a 34% yield). (1) The reactants are [NH2:1][C:2]1[CH:7]=[CH:6][N:5]=[C:4]([O:8][CH3:9])[CH:3]=1.C(N(CC)CC)C.[Cl-].ClC1N(C)CC[NH+]1C.[CH3:26][O:27][C:28]1[C:29](=[O:52])[C:30]([CH3:51])=[C:31]([CH2:37][C:38]2[CH:39]=[CH:40][C:41]([O:47][C:48](=[O:50])[CH3:49])=[C:42]([CH:46]=2)[C:43](O)=[O:44])[C:32](=[O:36])[C:33]=1[O:34][CH3:35]. The catalyst is C(Cl)Cl. The product is [CH3:9][O:8][C:4]1[CH:3]=[C:2]([NH:1][C:43](=[O:44])[C:42]2[CH:46]=[C:38]([CH2:37][C:31]3[C:32](=[O:36])[C:33]([O:34][CH3:35])=[C:28]([O:27][CH3:26])[C:29](=[O:52])[C:30]=3[CH3:51])[CH:39]=[CH:40][C:41]=2[O:47][C:48](=[O:50])[CH3:49])[CH:7]=[CH:6][N:5]=1. The yield is 0.620. (2) The reactants are [CH2:1]([O:3][C:4](=[O:32])[C:5]([O:23][C:24]1[CH:29]=[CH:28][CH:27]=[CH:26][C:25]=1[O:30][CH3:31])([CH3:22])[CH:6]([C:8]1[CH:13]=[CH:12][C:11]([O:14][CH2:15][C:16]2[CH:21]=[CH:20][CH:19]=[CH:18][CH:17]=2)=[CH:10][CH:9]=1)[OH:7])[CH3:2].N1C=CC=CC=1.[F:39][C:40]([F:51])([F:50])[C:41](O[C:41](=[O:42])[C:40]([F:51])([F:50])[F:39])=[O:42]. The catalyst is C(Cl)Cl.C(OCC)C. The product is [CH2:1]([O:3][C:4](=[O:32])[C:5]([O:23][C:24]1[CH:29]=[CH:28][CH:27]=[CH:26][C:25]=1[O:30][CH3:31])([CH3:22])[CH:6]([C:8]1[CH:9]=[CH:10][C:11]([O:14][CH2:15][C:16]2[CH:21]=[CH:20][CH:19]=[CH:18][CH:17]=2)=[CH:12][CH:13]=1)[O:7][C:41](=[O:42])[C:40]([F:51])([F:50])[F:39])[CH3:2]. The yield is 1.00.